From a dataset of Reaction yield outcomes from USPTO patents with 853,638 reactions. Predict the reaction yield, written as a fraction of the theoretical maximum amount of product (1.0 means a 100% yield; for example, 0.34 means a 34% yield). (1) The reactants are [CH2:1]([N:3]1[C:12]2[C:7](=[CH:8][C:9]([NH:13][C:14](=[O:24])[CH2:15][CH:16]([CH2:20][N+:21]([O-])=O)[CH:17]([CH3:19])[CH3:18])=[CH:10][CH:11]=2)[C:6](=[O:25])[N:5]([CH2:26][CH3:27])[C:4]1=[O:28])[CH3:2]. The catalyst is [Pd].C(O)C. The product is [NH2:21][CH2:20][CH:16]([CH:17]([CH3:19])[CH3:18])[CH2:15][C:14]([NH:13][C:9]1[CH:8]=[C:7]2[C:12](=[CH:11][CH:10]=1)[N:3]([CH2:1][CH3:2])[C:4](=[O:28])[N:5]([CH2:26][CH3:27])[C:6]2=[O:25])=[O:24]. The yield is 0.273. (2) The reactants are [N:1]([CH2:4][C:5]1[CH:13]=[CH:12][C:8]([C:9]([OH:11])=[O:10])=[C:7]([Cl:14])[CH:6]=1)=[N+:2]=[N-:3].O[N:16]1[C:20](=[O:21])[CH2:19][CH2:18][C:17]1=[O:22].C1(N=C=NC2CCCCC2)CCCCC1. The catalyst is O1CCCC1. The product is [N:1]([CH2:4][C:5]1[CH:13]=[CH:12][C:8]([C:9]([O:11][N:16]2[C:20](=[O:21])[CH2:19][CH2:18][C:17]2=[O:22])=[O:10])=[C:7]([Cl:14])[CH:6]=1)=[N+:2]=[N-:3]. The yield is 0.970. (3) The reactants are [Li+].[BH4-].C([O:6][C:7]1[CH:12]=[CH:11][C:10]([C@@H:13]2[CH2:15][C@H:14]2[NH:16][C:17](=[O:23])[O:18][C:19]([CH3:22])([CH3:21])[CH3:20])=[CH:9][CH:8]=1)C=C. The catalyst is C1COCC1.C1C=CC([P]([Pd]([P](C2C=CC=CC=2)(C2C=CC=CC=2)C2C=CC=CC=2)([P](C2C=CC=CC=2)(C2C=CC=CC=2)C2C=CC=CC=2)[P](C2C=CC=CC=2)(C2C=CC=CC=2)C2C=CC=CC=2)(C2C=CC=CC=2)C2C=CC=CC=2)=CC=1. The product is [OH:6][C:7]1[CH:12]=[CH:11][C:10]([C@@H:13]2[CH2:15][C@H:14]2[NH:16][C:17](=[O:23])[O:18][C:19]([CH3:21])([CH3:20])[CH3:22])=[CH:9][CH:8]=1. The yield is 0.900. (4) The reactants are [CH2:1]([C:3]1[CH:8]=[C:7]([CH3:9])[NH:6][C:5](=[O:10])[C:4]=1[C:11]#[N:12])[CH3:2].N. The catalyst is [Ni].CO. The product is [NH2:12][CH2:11][C:4]1[C:5](=[O:10])[NH:6][C:7]([CH3:9])=[CH:8][C:3]=1[CH2:1][CH3:2]. The yield is 0.540. (5) The reactants are Br[C:2]1[CH:7]=[CH:6][C:5]([CH3:8])=[CH:4][N:3]=1.[O-]P([O-])([O-])=O.[K+].[K+].[K+].[CH3:17][O:18][C:19](=[O:38])[C:20]1[CH:25]=[C:24](B2OC(C)(C)C(C)(C)O2)[CH:23]=[C:22]([N+:35]([O-:37])=[O:36])[CH:21]=1. The catalyst is COCCOC.O.C1C=CC([P]([Pd]([P](C2C=CC=CC=2)(C2C=CC=CC=2)C2C=CC=CC=2)([P](C2C=CC=CC=2)(C2C=CC=CC=2)C2C=CC=CC=2)[P](C2C=CC=CC=2)(C2C=CC=CC=2)C2C=CC=CC=2)(C2C=CC=CC=2)C2C=CC=CC=2)=CC=1. The product is [CH3:17][O:18][C:19](=[O:38])[C:20]1[CH:21]=[C:22]([N+:35]([O-:37])=[O:36])[CH:23]=[C:24]([C:2]2[CH:7]=[CH:6][C:5]([CH3:8])=[CH:4][N:3]=2)[CH:25]=1. The yield is 0.400. (6) The catalyst is C(O)C. The yield is 0.890. The product is [F:2][C:3]1[CH:12]=[CH:11][C:10]([O:13][CH2:14][CH2:15][CH3:16])=[C:9]2[C:4]=1[C:5](=[O:39])[C:6]([C:23]1[CH:28]=[CH:27][C:26]([O:29][CH2:30][CH2:31][OH:32])=[CH:25][CH:24]=1)=[CH:7][N:8]2[CH2:17][C:18]([O:20][CH2:21][CH3:22])=[O:19]. The reactants are Cl.[F:2][C:3]1[CH:12]=[CH:11][C:10]([O:13][CH2:14][CH2:15][CH3:16])=[C:9]2[C:4]=1[C:5](=[O:39])[C:6]([C:23]1[CH:28]=[CH:27][C:26]([O:29][CH2:30][CH2:31][O:32]C3CCCCO3)=[CH:25][CH:24]=1)=[CH:7][N:8]2[CH2:17][C:18]([O:20][CH2:21][CH3:22])=[O:19]. (7) The reactants are [C:1]1([NH:7][C:8](=[S:11])[NH:9][NH2:10])[CH:6]=[CH:5][CH:4]=[CH:3][CH:2]=1.[CH:12]1[CH:17]=[CH:16][C:15]([O:18][C:19](Cl)=S)=[CH:14][CH:13]=1. The catalyst is C(#N)C.[Cl-].[Na+].O. The product is [O:18]([C:19]1[N:7]([C:1]2[CH:2]=[CH:3][CH:4]=[CH:5][CH:6]=2)[C:8](=[S:11])[NH:9][N:10]=1)[C:15]1[CH:16]=[CH:17][CH:12]=[CH:13][CH:14]=1. The yield is 0.240. (8) The reactants are [NH2:1][C:2]1[S:3][C:4]2[CH2:19][C:14]3([O:18][CH2:17][CH2:16][O:15]3)[CH2:13][CH2:12][C:5]=2[C:6]=1[C:7](OCC)=[O:8].C([O-])=O.[NH4+].[CH:24]([NH2:26])=O. No catalyst specified. The product is [O:15]1[CH2:16][CH2:17][O:18][C:14]21[CH2:13][CH2:12][C:5]1[C:6]3[C:7](=[O:8])[NH:26][CH:24]=[N:1][C:2]=3[S:3][C:4]=1[CH2:19]2. The yield is 0.880. (9) The reactants are O[CH2:2][C:3]1[CH:4]=[N:5][N:6]([C:10]([O:12][C:13]([CH3:16])([CH3:15])[CH3:14])=[O:11])[C:7](=[O:9])[CH:8]=1.CCN(CC)CC.CS(Cl)(=O)=O.[Cl:29][C:30]1[CH:35]=[CH:34][C:33]([SH:36])=[CH:32][CH:31]=1. The catalyst is C(Cl)Cl. The yield is 0.470. The product is [Cl:29][C:30]1[CH:35]=[CH:34][C:33]([S:36][CH2:2][C:3]2[CH:4]=[N:5][N:6]([C:10]([O:12][C:13]([CH3:16])([CH3:15])[CH3:14])=[O:11])[C:7](=[O:9])[CH:8]=2)=[CH:32][CH:31]=1. (10) The reactants are [Si:1]([O:18][CH:19]1[CH2:22][N:21]([C:23]2[S:24][CH:25]=[C:26]([C:28](OCC)=[O:29])[N:27]=2)[CH2:20]1)([C:14]([CH3:17])([CH3:16])[CH3:15])([C:8]1[CH:13]=[CH:12][CH:11]=[CH:10][CH:9]=1)[C:2]1[CH:7]=[CH:6][CH:5]=[CH:4][CH:3]=1.[Si:33]([O:50][CH2:51][CH2:52][NH2:53])([C:46]([CH3:49])([CH3:48])[CH3:47])([C:40]1[CH:45]=[CH:44][CH:43]=[CH:42][CH:41]=1)[C:34]1[CH:39]=[CH:38][CH:37]=[CH:36][CH:35]=1.C[Al](C)C.C(O)(=O)C.C(OCC)(=O)C. The catalyst is C1C=CC=CC=1. The product is [Si:1]([O:18][CH:19]1[CH2:22][N:21]([C:23]2[S:24][CH:25]=[C:26]([C:28](=[O:29])[NH:53][CH2:52][CH2:51][O:50][Si:33]([C:46]([CH3:49])([CH3:48])[CH3:47])([C:40]3[CH:41]=[CH:42][CH:43]=[CH:44][CH:45]=3)[C:34]3[CH:39]=[CH:38][CH:37]=[CH:36][CH:35]=3)[N:27]=2)[CH2:20]1)([C:14]([CH3:15])([CH3:17])[CH3:16])([C:8]1[CH:13]=[CH:12][CH:11]=[CH:10][CH:9]=1)[C:2]1[CH:7]=[CH:6][CH:5]=[CH:4][CH:3]=1. The yield is 0.940.